This data is from Catalyst prediction with 721,799 reactions and 888 catalyst types from USPTO. The task is: Predict which catalyst facilitates the given reaction. (1) Reactant: [NH2:1][C:2]1[CH:7]=[CH:6][C:5]([CH2:8][CH2:9][NH2:10])=[CH:4][CH:3]=1.C(N(CC)C(C)C)(C)C.C([O:22][C:23]([C:25]1[N:30]2[C:31]([C:34](=[O:39])C(Cl)(Cl)Cl)=[CH:32][N:33]=[C:29]2[CH:28]=[CH:27][CH:26]=1)=O)C. Product: [NH2:1][C:2]1[CH:7]=[CH:6][C:5]([CH2:8][CH2:9][N:10]2[C:23](=[O:22])[C:25]3[N:30]4[C:31](=[CH:32][N:33]=[C:29]4[CH:28]=[CH:27][CH:26]=3)[C:34]2=[O:39])=[CH:4][CH:3]=1. The catalyst class is: 10. (2) Reactant: [CH:1]1([O:7][C:8](=[O:22])[CH2:9][CH2:10][C@H:11]([NH:14][C:15]([O:17][C:18]([CH3:21])([CH3:20])[CH3:19])=[O:16])[CH2:12]Br)[CH2:6][CH2:5][CH2:4][CH2:3][CH2:2]1.[CH2:23]([C:30]1[CH:35]=[CH:34][C:33]([SH:36])=[CH:32][CH:31]=1)[C:24]1[CH:29]=[CH:28][CH:27]=[CH:26][CH:25]=1.C([O-])([O-])=O.[K+].[K+].CCOCC. Product: [CH:1]1([O:7][C:8](=[O:22])[CH2:9][CH2:10][C@H:11]([NH:14][C:15]([O:17][C:18]([CH3:21])([CH3:20])[CH3:19])=[O:16])[CH2:12][S:36][C:33]2[CH:32]=[CH:31][C:30]([CH2:23][C:24]3[CH:25]=[CH:26][CH:27]=[CH:28][CH:29]=3)=[CH:35][CH:34]=2)[CH2:6][CH2:5][CH2:4][CH2:3][CH2:2]1. The catalyst class is: 3. (3) Reactant: [CH2:1]([NH:3][C:4]([C:6]1[N:10]2[C:11](=[O:27])[CH:12]=[C:13]([CH2:15][C:16]3[CH:21]=[CH:20][CH:19]=[C:18]([C:22]([F:25])([F:24])[F:23])[C:17]=3[F:26])[N:14]=[C:9]2[S:8][C:7]=1[C:28]([O:30]C)=[O:29])=[O:5])[CH3:2].[OH-].[Li+].Cl. Product: [CH2:1]([NH:3][C:4]([C:6]1[N:10]2[C:11](=[O:27])[CH:12]=[C:13]([CH2:15][C:16]3[CH:21]=[CH:20][CH:19]=[C:18]([C:22]([F:24])([F:25])[F:23])[C:17]=3[F:26])[N:14]=[C:9]2[S:8][C:7]=1[C:28]([OH:30])=[O:29])=[O:5])[CH3:2]. The catalyst class is: 30. (4) Reactant: [I-].C[S+](C)(C)=O.[CH3:7]S(C)=O.[H-].[Na+].[C:13]1([CH:19]([C:25]2[CH:30]=[CH:29][CH:28]=[CH:27][CH:26]=2)[N:20]2[CH2:23][C:22](=[O:24])[CH2:21]2)[CH:18]=[CH:17][CH:16]=[CH:15][CH:14]=1. Product: [C:25]1([CH:19]([C:13]2[CH:14]=[CH:15][CH:16]=[CH:17][CH:18]=2)[N:20]2[CH2:23][C:22]3([CH2:7][O:24]3)[CH2:21]2)[CH:26]=[CH:27][CH:28]=[CH:29][CH:30]=1. The catalyst class is: 9. (5) Reactant: Cl.Cl.[CH2:3]([O:5][C:6](=[O:28])[CH2:7][C:8]1[CH:13]=[CH:12][N:11]=[C:10]([C:14]2[CH:19]=[CH:18][C:17]([C:20]([F:23])([F:22])[F:21])=[CH:16][C:15]=2[CH2:24][NH:25][CH2:26][CH3:27])[CH:9]=1)[CH3:4].[CH2:29]([N:36]=[C:37]=[O:38])[C:30]1[CH:35]=[CH:34][CH:33]=[CH:32][CH:31]=1.C(N(C(C)C)CC)(C)C. Product: [CH2:3]([O:5][C:6](=[O:28])[CH2:7][C:8]1[CH:13]=[CH:12][N:11]=[C:10]([C:14]2[CH:19]=[CH:18][C:17]([C:20]([F:21])([F:23])[F:22])=[CH:16][C:15]=2[CH2:24][N:25]([CH2:26][CH3:27])[C:37]([NH:36][CH2:29][C:30]2[CH:35]=[CH:34][CH:33]=[CH:32][CH:31]=2)=[O:38])[CH:9]=1)[CH3:4]. The catalyst class is: 2. (6) Reactant: [F:1][CH2:2][CH2:3][O:4][C:5]1[CH:10]=[CH:9][C:8]([C:11]2[CH:12]=[C:13]([CH:17]([NH:23][C:24]([C@@H:26]3[CH2:31][CH2:30][CH2:29][N:28]([C:32](=[O:48])[CH2:33][CH2:34][CH:35]4[CH2:40][CH2:39][N:38]([C:41]([O:43][C:44]([CH3:47])([CH3:46])[CH3:45])=[O:42])[CH2:37][CH2:36]4)[CH2:27]3)=[O:25])[CH2:18][C:19]([O:21]C)=[O:20])[CH:14]=[N:15][CH:16]=2)=[CH:7][CH:6]=1.O.O.O.O.O.O.O.O.[OH-].[Ba+2].[OH-]. Product: [C:44]([O:43][C:41]([N:38]1[CH2:39][CH2:40][CH:35]([CH2:34][CH2:33][C:32]([N:28]2[CH2:29][CH2:30][CH2:31][C@@H:26]([C:24]([NH:23][CH:17]([C:13]3[CH:14]=[N:15][CH:16]=[C:11]([C:8]4[CH:9]=[CH:10][C:5]([O:4][CH2:3][CH2:2][F:1])=[CH:6][CH:7]=4)[CH:12]=3)[CH2:18][C:19]([OH:21])=[O:20])=[O:25])[CH2:27]2)=[O:48])[CH2:36][CH2:37]1)=[O:42])([CH3:47])([CH3:46])[CH3:45]. The catalyst class is: 5.